This data is from Full USPTO retrosynthesis dataset with 1.9M reactions from patents (1976-2016). The task is: Predict the reactants needed to synthesize the given product. (1) Given the product [Br:1][C:2]1[N:7]=[C:6]([C:8]([O:10][CH2:12][CH3:13])=[O:9])[CH:5]=[CH:4][CH:3]=1, predict the reactants needed to synthesize it. The reactants are: [Br:1][C:2]1[N:7]=[C:6]([C:8]([OH:10])=[O:9])[CH:5]=[CH:4][CH:3]=1.Cl.[CH2:12](O)[CH3:13]. (2) Given the product [CH:1]1[C:10]2[C:5](=[CH:6][CH:7]=[CH:8][CH:9]=2)[CH:4]=[CH:3][C:2]=1[S:11]([CH:14]1[CH2:19][CH2:18][N:17]([C:21]2[CH:26]=[CH:25][CH:24]=[CH:23][C:22]=2[C:27]([F:30])([F:29])[F:28])[CH2:16][CH2:15]1)(=[O:12])=[O:13], predict the reactants needed to synthesize it. The reactants are: [CH:1]1[C:10]2[C:5](=[CH:6][CH:7]=[CH:8][CH:9]=2)[CH:4]=[CH:3][C:2]=1[S:11]([CH:14]1[CH2:19][CH2:18][NH:17][CH2:16][CH2:15]1)(=[O:13])=[O:12].Br[C:21]1[CH:26]=[CH:25][CH:24]=[CH:23][C:22]=1[C:27]([F:30])([F:29])[F:28].CC([O-])(C)C.[Na+].C1C=CC(P(C2C(C3C(P(C4C=CC=CC=4)C4C=CC=CC=4)=CC=C4C=3C=CC=C4)=C3C(C=CC=C3)=CC=2)C2C=CC=CC=2)=CC=1.